Task: Predict the reaction yield, written as a fraction of the theoretical maximum amount of product (1.0 means a 100% yield; for example, 0.34 means a 34% yield).. Dataset: Reaction yield outcomes from USPTO patents with 853,638 reactions (1) The reactants are [N:1]1[C:10]2[C:5](=[CH:6][C:7]([CH2:11][N:12]3[C:16]4=[N:17][C:18]([C:21]5[CH:30]=[CH:29][C:24]([C:25]([O:27]C)=[O:26])=[CH:23][CH:22]=5)=[CH:19][CH:20]=[C:15]4[N:14]=[N:13]3)=[CH:8][CH:9]=2)[CH:4]=[CH:3][CH:2]=1.[OH-].[Li+].Cl. The catalyst is CO.O. The product is [N:1]1[C:10]2[C:5](=[CH:6][C:7]([CH2:11][N:12]3[C:16]4=[N:17][C:18]([C:21]5[CH:30]=[CH:29][C:24]([C:25]([OH:27])=[O:26])=[CH:23][CH:22]=5)=[CH:19][CH:20]=[C:15]4[N:14]=[N:13]3)=[CH:8][CH:9]=2)[CH:4]=[CH:3][CH:2]=1. The yield is 0.760. (2) The reactants are [C:1]([O:4][C:5]1[CH:13]=[CH:12][CH:11]=[CH:10][C:6]=1[C:7]([OH:9])=O)(=[O:3])[CH3:2].[CH3:14][C:15]1[N:16]=[C:17]([NH2:26])[S:18][C:19]=1[CH2:20][CH2:21][O:22][N+:23]([O-:25])=[O:24]. No catalyst specified. The product is [CH3:14][C:15]1[N:16]=[C:17]([NH:26][C:7]([C:6]2[CH:10]=[CH:11][CH:12]=[CH:13][C:5]=2[O:4][C:1](=[O:3])[CH3:2])=[O:9])[S:18][C:19]=1[CH2:20][CH2:21][O:22][N+:23]([O-:25])=[O:24]. The yield is 0.250.